From a dataset of Peptide-MHC class I binding affinity with 185,985 pairs from IEDB/IMGT. Regression. Given a peptide amino acid sequence and an MHC pseudo amino acid sequence, predict their binding affinity value. This is MHC class I binding data. (1) The peptide sequence is YTPEDQSKL. The MHC is H-2-Kb with pseudo-sequence H-2-Kb. The binding affinity (normalized) is 0. (2) The peptide sequence is GIFVDTMSIY. The MHC is HLA-A33:01 with pseudo-sequence HLA-A33:01. The binding affinity (normalized) is 0.0520. (3) The peptide sequence is GLFWGGIWY. The MHC is HLA-B57:01 with pseudo-sequence HLA-B57:01. The binding affinity (normalized) is 0.0847.